Dataset: hERG potassium channel inhibition data for cardiac toxicity prediction from Karim et al.. Task: Regression/Classification. Given a drug SMILES string, predict its toxicity properties. Task type varies by dataset: regression for continuous values (e.g., LD50, hERG inhibition percentage) or binary classification for toxic/non-toxic outcomes (e.g., AMES mutagenicity, cardiotoxicity, hepatotoxicity). Dataset: herg_karim. The compound is O=C([O-])COCC[N+]1CC[N+](C(c2ccccc2)c2ccc(Cl)cc2)CC1. The result is 0 (non-blocker).